This data is from Catalyst prediction with 721,799 reactions and 888 catalyst types from USPTO. The task is: Predict which catalyst facilitates the given reaction. Reactant: [C:1]([O:5][C:6]([N:8]1[CH:12]=[CH:11][CH:10]=[C:9]1[C:13]1[CH:18]=[CH:17][C:16]([O:19]CC2C=CC=CC=2)=[C:15]([N:27]2[CH2:31][C:30](=[O:32])[NH:29][S:28]2(=[O:34])=[O:33])[CH:14]=1)=[O:7])([CH3:4])([CH3:3])[CH3:2].N1C=CC=C1.N1CCCC1. Product: [C:1]([O:5][C:6]([N:8]1[CH:12]=[CH:11][CH:10]=[C:9]1[C:13]1[CH:18]=[CH:17][C:16]([OH:19])=[C:15]([N:27]2[CH2:31][C:30](=[O:32])[NH:29][S:28]2(=[O:33])=[O:34])[CH:14]=1)=[O:7])([CH3:4])([CH3:2])[CH3:3]. The catalyst class is: 579.